This data is from Forward reaction prediction with 1.9M reactions from USPTO patents (1976-2016). The task is: Predict the product of the given reaction. (1) Given the reactants C([O:3][C:4](=O)[N:5]([C:13]1[CH:18]=[C:17]([C:19]2[N:20](COCC[Si](C)(C)C)[CH:21]=[CH:22][N:23]=2)[N:16]=[C:15]([NH2:32])[C:14]=1[N+:33]([O-])=O)[CH2:6][C:7]1[CH:12]=[CH:11][CH:10]=[CH:9][CH:8]=1)C.N1C=CN=C1.Cl, predict the reaction product. The product is: [NH2:32][C:15]1[C:14]2[NH:33][C:4](=[O:3])[N:5]([CH2:6][C:7]3[CH:12]=[CH:11][CH:10]=[CH:9][CH:8]=3)[C:13]=2[CH:18]=[C:17]([C:19]2[NH:20][CH:21]=[CH:22][N:23]=2)[N:16]=1. (2) Given the reactants [Cl:1][C:2]1[CH:3]=[C:4]2[C:8](=[CH:9][CH:10]=1)[NH:7][C:6]1[CH:11]([CH3:16])[N:12]([CH3:15])[CH2:13][CH2:14][C:5]2=1.N1C2C(=CC=C3C=2N=CC=C3)C=CC=1.[O-]P([O-])([O-])=O.[K+].[K+].[K+].Br[C:40]#[C:41][C:42]1[CH:47]=[CH:46][C:45]([Cl:48])=[CH:44][CH:43]=1, predict the reaction product. The product is: [Cl:1][C:2]1[CH:3]=[C:4]2[C:8](=[CH:9][CH:10]=1)[N:7]([C:40]#[C:41][C:42]1[CH:47]=[CH:46][C:45]([Cl:48])=[CH:44][CH:43]=1)[C:6]1[CH:11]([CH3:16])[N:12]([CH3:15])[CH2:13][CH2:14][C:5]2=1. (3) Given the reactants [NH:1]([C:20]([O:22][CH2:23][C:24]1[CH:29]=[CH:28][CH:27]=[CH:26][CH:25]=1)=[O:21])[C@H:2]([C:6]([NH:8][C@H:9]([C:17]([OH:19])=[O:18])[CH2:10][CH2:11][CH2:12][NH:13][C:14]([NH2:16])=[O:15])=[O:7])[CH:3]([CH3:5])[CH3:4].[NH2:30][C:31]1[CH:38]=[CH:37][C:34]([CH2:35][OH:36])=[CH:33][CH:32]=1.[C:39](=O)([O:50]C1C=CC([N+]([O-])=O)=CC=1)[O:40][C:41]1[CH:46]=[CH:45][C:44]([N+:47]([O-:49])=[O:48])=[CH:43][CH:42]=1.N1C=CC=CC=1.CCN(C(C)C)C(C)C, predict the reaction product. The product is: [NH:1]([C:20]([O:22][CH2:23][C:24]1[CH:29]=[CH:28][CH:27]=[CH:26][CH:25]=1)=[O:21])[C@H:2]([C:6]([NH:8][C@H:9]([C:17]([OH:19])=[O:18])[CH2:10][CH2:11][CH2:12][NH:13][C:14]([NH2:16])=[O:15])=[O:7])[CH:3]([CH3:5])[CH3:4].[C:39](=[O:50])([O:40][C:41]1[CH:42]=[CH:43][C:44]([N+:47]([O-:49])=[O:48])=[CH:45][CH:46]=1)[O:36][CH2:35][C:34]1[CH:37]=[CH:38][C:31]([NH2:30])=[CH:32][CH:33]=1. (4) Given the reactants [Br:1][C:2]1[CH:3]=[C:4]([C:12]2([C:26]([F:29])([F:28])[F:27])[O:16][N:15]=[C:14]([C:17]3[CH:22]=[CH:21][C:20]([CH2:23][NH2:24])=[C:19]([Cl:25])[CH:18]=3)[CH2:13]2)[CH:5]=[C:6]([C:8]([F:11])([F:10])[F:9])[CH:7]=1.C(N(CC)CC)C.[C:37](Cl)(=[O:41])[CH2:38][CH2:39][CH3:40], predict the reaction product. The product is: [Br:1][C:2]1[CH:3]=[C:4]([C:12]2([C:26]([F:29])([F:27])[F:28])[O:16][N:15]=[C:14]([C:17]3[CH:22]=[CH:21][C:20]([CH2:23][NH:24][C:37](=[O:41])[CH2:38][CH2:39][CH3:40])=[C:19]([Cl:25])[CH:18]=3)[CH2:13]2)[CH:5]=[C:6]([C:8]([F:10])([F:9])[F:11])[CH:7]=1. (5) Given the reactants C([O:3][CH:4](OCC)[C:5]1[CH:10]=[CH:9][C:8]([C:11]([C:22]2[CH:27]=[CH:26][C:25]([O:28]COC)=[CH:24][CH:23]=2)(O)[CH:12]([C:15]2[CH:20]=[CH:19][CH:18]=[CH:17][CH:16]=2)[CH2:13][CH3:14])=[CH:7][CH:6]=1)C.Cl, predict the reaction product. The product is: [OH:28][C:25]1[CH:26]=[CH:27][C:22](/[C:11](/[C:8]2[CH:7]=[CH:6][C:5]([CH:4]=[O:3])=[CH:10][CH:9]=2)=[C:12](\[C:15]2[CH:20]=[CH:19][CH:18]=[CH:17][CH:16]=2)/[CH2:13][CH3:14])=[CH:23][CH:24]=1.